This data is from Forward reaction prediction with 1.9M reactions from USPTO patents (1976-2016). The task is: Predict the product of the given reaction. (1) Given the reactants [Cl:1][C:2]1[C:3]([O:44][CH3:45])=[CH:4][CH:5]=[C:6]2[C:11]=1[N:10]=[C:9]([C:12]1[S:13][CH:14]=[C:15]([CH:17]([CH3:19])[CH3:18])[N:16]=1)[CH:8]=[C:7]2[O:20][CH:21]1[CH2:38][CH:37]2[N:23]([C:24](=[O:43])[CH2:25][CH2:26][CH2:27][CH2:28][CH2:29][CH:30]=[CH:31][CH:32]3[C:34]([C:40]([OH:42])=O)([NH:35][C:36]2=[O:39])[CH2:33]3)[CH2:22]1.C(C1N=C(C2C=C(OC3CC4N(C(=O)CCCCCCC=CC5C(C([NH:87][S:88]([CH:91]6[CH2:93][CH2:92]6)(=[O:90])=[O:89])=O)(NC4=O)C5)C3)C3C(=CC(OC)=CC=3)N=2)SC=1)(C)C, predict the reaction product. The product is: [Cl:1][C:2]1[C:3]([O:44][CH3:45])=[CH:4][CH:5]=[C:6]2[C:11]=1[N:10]=[C:9]([C:12]1[S:13][CH:14]=[C:15]([CH:17]([CH3:19])[CH3:18])[N:16]=1)[CH:8]=[C:7]2[O:20][CH:21]1[CH2:38][CH:37]2[N:23]([C:24](=[O:43])[CH2:25][CH2:26][CH2:27][CH2:28][CH2:29][CH:30]=[CH:31][CH:32]3[C:34]([C:40]([NH:87][S:88]([CH:91]4[CH2:93][CH2:92]4)(=[O:90])=[O:89])=[O:42])([NH:35][C:36]2=[O:39])[CH2:33]3)[CH2:22]1. (2) Given the reactants [C:1]1([C:7]2([C:10]#[N:11])[CH2:9][CH2:8]2)[CH:6]=[CH:5][CH:4]=[CH:3][CH:2]=1.[H-].[Al+3].[Li+].[H-].[H-].[H-].[CH3:18]COCC, predict the reaction product. The product is: [CH:9]1([CH:7]([C:1]2[CH:2]=[CH:3][CH:4]=[CH:5][CH:6]=2)[CH2:10][NH2:11])[CH2:8][CH2:18]1.